This data is from Peptide-MHC class II binding affinity with 134,281 pairs from IEDB. The task is: Regression. Given a peptide amino acid sequence and an MHC pseudo amino acid sequence, predict their binding affinity value. This is MHC class II binding data. (1) The peptide sequence is SGTYCLNVSLADTNS. The MHC is DRB1_0401 with pseudo-sequence DRB1_0401. The binding affinity (normalized) is 0.775. (2) The peptide sequence is RQAGVQYSRA. The MHC is DRB1_1101 with pseudo-sequence DRB1_1101. The binding affinity (normalized) is 0. (3) The peptide sequence is KATLECQVQTAVDFG. The MHC is DRB1_0802 with pseudo-sequence DRB1_0802. The binding affinity (normalized) is 0.0936. (4) The peptide sequence is CLKDRMNFDIPEEIK. The MHC is DRB1_0802 with pseudo-sequence DRB1_0802. The binding affinity (normalized) is 0.502. (5) The peptide sequence is VVAVDIKEKGKDKWI. The MHC is HLA-DPA10301-DPB10402 with pseudo-sequence HLA-DPA10301-DPB10402. The binding affinity (normalized) is 0.124.